Dataset: Forward reaction prediction with 1.9M reactions from USPTO patents (1976-2016). Task: Predict the product of the given reaction. (1) The product is: [F:1][C:2]1[CH:22]=[C:21]([S:23]([CH3:26])(=[O:25])=[O:24])[C:20]([F:27])=[CH:19][C:3]=1[O:4][C@H:5]1[CH2:9][CH2:8][N:7]([CH:10]2[CH2:11][CH2:12][N:13]([C:16](=[NH:17])[NH:28][OH:29])[CH2:14][CH2:15]2)[C:6]1=[O:18]. Given the reactants [F:1][C:2]1[CH:22]=[C:21]([S:23]([CH3:26])(=[O:25])=[O:24])[C:20]([F:27])=[CH:19][C:3]=1[O:4][C@H:5]1[CH2:9][CH2:8][N:7]([CH:10]2[CH2:15][CH2:14][N:13]([C:16]#[N:17])[CH2:12][CH2:11]2)[C:6]1=[O:18].[NH2:28][OH:29], predict the reaction product. (2) Given the reactants CCCCCCCC/C=C/CCCCCCCC(OCC(OC(CCCCCCC/C=C/CCCCCCCC)=O)COP(OCCNC(CCC(OCCOC)=O)=O)(O)=O)=O.CC(CCC[C@H]([C@@H]1[C@]2(C)[C@H]([C@H]3[C@H](CC2)[C@]2(C)C(C[C@H](CC2)O)=CC3)CC1)C)C.[CH3:91][C@@H:92]1[O:97][C@@H:96]([O:98][C@@H:99]2[C:104]3=[C:105]([OH:122])[C:106]4[C:118](=[O:119])[C:117]5[C:112](=[CH:113][CH:114]=[CH:115][C:116]=5[O:120][CH3:121])[C:110](=[O:111])[C:107]=4[C:108]([OH:109])=[C:103]3[CH2:102][C@@:101]([OH:127])([C:123]([CH2:125][OH:126])=[O:124])[CH2:100]2)[CH2:95][C@H:94]([NH2:128])[C@H:93]1[OH:129].C(Cl)(Cl)[Cl:131], predict the reaction product. The product is: [CH3:91][C@@H:92]1[O:97][C@@H:96]([O:98][C@@H:99]2[C:104]3=[C:105]([OH:122])[C:106]4[C:118](=[O:119])[C:117]5[C:112](=[CH:113][CH:114]=[CH:115][C:116]=5[O:120][CH3:121])[C:110](=[O:111])[C:107]=4[C:108]([OH:109])=[C:103]3[CH2:102][C@@:101]([OH:127])([C:123]([CH2:125][OH:126])=[O:124])[CH2:100]2)[CH2:95][C@H:94]([NH2:128])[C@H:93]1[OH:129].[ClH:131].[CH3:91][C@@H:92]1[O:97][C@@H:96]([O:98][C@@H:99]2[C:104]3=[C:105]([OH:122])[C:106]4[C:118](=[O:119])[C:117]5[C:112](=[CH:113][CH:114]=[CH:115][C:116]=5[O:120][CH3:121])[C:110](=[O:111])[C:107]=4[C:108]([OH:109])=[C:103]3[CH2:102][C@@:101]([OH:127])([C:123]([CH2:125][OH:126])=[O:124])[CH2:100]2)[CH2:95][C@H:94]([NH2:128])[C@@H:93]1[OH:129].[ClH:131].